The task is: Predict the product of the given reaction.. This data is from Forward reaction prediction with 1.9M reactions from USPTO patents (1976-2016). (1) Given the reactants [CH2:1]([O:8][C:9](=[O:19])[N:10]([C@H:12]1[CH2:17][CH2:16][C@H:15]([OH:18])[CH2:14][CH2:13]1)[CH3:11])[C:2]1[CH:7]=[CH:6][CH:5]=[CH:4][CH:3]=1.C([O:24][C:25](=[O:28])[CH2:26]Br)(C)(C)C.[OH-].[Na+], predict the reaction product. The product is: [CH2:1]([O:8][C:9]([N:10]([CH3:11])[C@H:12]1[CH2:17][CH2:16][C@H:15]([O:18][CH2:26][C:25]([OH:28])=[O:24])[CH2:14][CH2:13]1)=[O:19])[C:2]1[CH:3]=[CH:4][CH:5]=[CH:6][CH:7]=1. (2) Given the reactants C([C:3]1[CH:4]=[C:5]([CH:29]=[CH:30][CH:31]=1)[CH2:6][N:7]1[CH:11]=[C:10]([NH:12][C:13]([C:15]2[C:23]3[CH2:22][CH2:21][CH:20]([C:24]4C=NNC=4)[CH2:19][C:18]=3[NH:17][N:16]=2)=[O:14])[CH:9]=[N:8]1)#N.CC1(C)CC2N(COCC[Si](C)(C)C)N=C(C(O)=O)C=2C1.NC1C=NN(CC2C=C(C=CC=2)C#N)C=1.C(N1C=C(N)C=N1)C1C=CC=CC=1, predict the reaction product. The product is: [CH2:6]([N:7]1[CH:11]=[C:10]([NH:12][C:13]([C:15]2[C:23]3[CH2:22][C:20]([CH3:21])([CH3:24])[CH2:19][C:18]=3[NH:17][N:16]=2)=[O:14])[CH:9]=[N:8]1)[C:5]1[CH:29]=[CH:30][CH:31]=[CH:3][CH:4]=1. (3) Given the reactants C([O:5][C:6](=O)[NH:7][C:8]1[N:9]=[C:10]2[C:15]([C:16]([F:19])([F:18])[F:17])=[CH:14][C:13]([C:20]3[O:21][CH:22]=[CH:23][CH:24]=3)=[CH:12][N:11]2[C:25]=1[Cl:26])(C)(C)C.[H-].[Na+].[C:30]1([N:36]=C=O)[CH:35]=[CH:34][CH:33]=[CH:32][CH:31]=1, predict the reaction product. The product is: [Cl:26][C:25]1[N:11]2[CH:12]=[C:13]([C:20]3[O:21][CH:22]=[CH:23][CH:24]=3)[CH:14]=[C:15]([C:16]([F:18])([F:19])[F:17])[C:10]2=[N:9][C:8]=1[NH:7][C:6]([NH:36][C:30]1[CH:35]=[CH:34][CH:33]=[CH:32][CH:31]=1)=[O:5]. (4) Given the reactants [Cl:1][C:2]1[CH:7]=[CH:6][C:5](B(O)O)=[C:4]([C:11]([F:14])([F:13])[F:12])[CH:3]=1.Cl[C:16]1[N:21]=[CH:20][C:19]([CH2:22][N:23]2[CH:28]=[C:27]3[N:29]=[C:30]([C:32]4[CH:37]=[CH:36][CH:35]=[C:34]([F:38])[C:33]=4[F:39])[N:31]=[C:26]3[CH:25]=[N:24]2)=[CH:18][CH:17]=1, predict the reaction product. The product is: [Cl:1][C:2]1[CH:7]=[CH:6][C:5]([C:16]2[N:21]=[CH:20][C:19]([CH2:22][N:23]3[CH:28]=[C:27]4[N:29]=[C:30]([C:32]5[CH:37]=[CH:36][CH:35]=[C:34]([F:38])[C:33]=5[F:39])[N:31]=[C:26]4[CH:25]=[N:24]3)=[CH:18][CH:17]=2)=[C:4]([C:11]([F:14])([F:13])[F:12])[CH:3]=1. (5) Given the reactants [NH:1]1[CH2:5][CH2:4][CH:3]([OH:6])[CH2:2]1.Cl[C:8]1[C:9]2[CH:16]=[CH:15][S:14][C:10]=2[N:11]=[CH:12][N:13]=1.CCN(C(C)C)C(C)C.[N+](C1C=CC([O:35][C:36](=O)[NH:37][C:38]2[CH:43]=[CH:42][C:41]([CH:44]([CH3:46])[CH3:45])=[CH:40][CH:39]=2)=CC=1)([O-])=O.[H-].[Na+].C([O-])([O-])=O.[K+].[K+], predict the reaction product. The product is: [N:11]1[C:10]2[S:14][CH:15]=[CH:16][C:9]=2[C:8]([N:1]2[CH2:5][CH2:4][CH:3]([O:6][C:36](=[O:35])[NH:37][C:38]3[CH:43]=[CH:42][C:41]([CH:44]([CH3:45])[CH3:46])=[CH:40][CH:39]=3)[CH2:2]2)=[N:13][CH:12]=1. (6) Given the reactants [CH3:1][N:2]1[C:6]([CH3:7])=[CH:5][N:4]=[C:3]1[CH:8]([NH:16]S(C(C)(C)C)=O)[CH2:9][C:10]1[CH:15]=[CH:14][CH:13]=[CH:12][CH:11]=1.Cl.CO.CCOCC, predict the reaction product. The product is: [CH3:1][N:2]1[C:6]([CH3:7])=[CH:5][N:4]=[C:3]1[CH:8]([NH2:16])[CH2:9][C:10]1[CH:15]=[CH:14][CH:13]=[CH:12][CH:11]=1. (7) Given the reactants [CH3:1][C:2]1[CH:11]=[CH:10][C:9]2[C:4](=[CH:5][CH:6]=[CH:7][C:8]=2[N:12]2[CH2:17][CH2:16][N:15]([CH2:18][CH2:19][C:20]3[CH:21]=[C:22]([CH:24]=[CH:25][CH:26]=3)[NH2:23])[CH2:14][CH2:13]2)[N:3]=1.[N:27]1[CH:32]=[CH:31][N:30]=[CH:29][C:28]=1[C:33](O)=[O:34], predict the reaction product. The product is: [CH3:1][C:2]1[CH:11]=[CH:10][C:9]2[C:4](=[CH:5][CH:6]=[CH:7][C:8]=2[N:12]2[CH2:13][CH2:14][N:15]([CH2:18][CH2:19][C:20]3[CH:21]=[C:22]([NH:23][C:33]([C:28]4[CH:29]=[N:30][CH:31]=[CH:32][N:27]=4)=[O:34])[CH:24]=[CH:25][CH:26]=3)[CH2:16][CH2:17]2)[N:3]=1.